The task is: Predict the product of the given reaction.. This data is from Forward reaction prediction with 1.9M reactions from USPTO patents (1976-2016). (1) The product is: [Cl:1][C:2]1[CH:3]=[C:4]([C:13]2[N:17]([C:18]3[CH:19]=[N:20][CH:21]=[CH:22][CH:23]=3)[N:16]=[C:15]([C:24]([N:26]3[CH2:30][CH2:29][S:28](=[O:51])[CH2:27]3)=[O:25])[CH:14]=2)[CH:5]=[C:6]([O:8][C:9]([F:10])([F:11])[F:12])[CH:7]=1. Given the reactants [Cl:1][C:2]1[CH:3]=[C:4]([C:13]2[N:17]([C:18]3[CH:19]=[N:20][CH:21]=[CH:22][CH:23]=3)[N:16]=[C:15]([C:24]([N:26]3[CH2:30][CH2:29][S:28][CH2:27]3)=[O:25])[CH:14]=2)[CH:5]=[C:6]([O:8][C:9]([F:12])([F:11])[F:10])[CH:7]=1.ClC1C=C(C2N(C3C=NC=CC=3)N=C(C(N3CCS(=O)C3)=[O:51])C=2)C=C(F)C=1.ClC1C=CC=C(C(OO)=O)C=1, predict the reaction product. (2) The product is: [Cl:37][C:33]1[CH:32]=[C:31]([NH:1][C@H:2]2[C:11]3[C:6](=[CH:7][CH:8]=[C:9]([C:12]4[CH:13]=[N:14][C:15]([C:18]([N:20]5[CH2:25][CH2:24][O:23][CH2:22][CH2:21]5)=[O:19])=[CH:16][CH:17]=4)[CH:10]=3)[N:5]([C:26](=[O:28])[CH3:27])[C@@H:4]([CH3:29])[CH2:3]2)[CH:36]=[CH:35][CH:34]=1. Given the reactants [NH2:1][C@H:2]1[C:11]2[C:6](=[CH:7][CH:8]=[C:9]([C:12]3[CH:13]=[N:14][C:15]([C:18]([N:20]4[CH2:25][CH2:24][O:23][CH2:22][CH2:21]4)=[O:19])=[CH:16][CH:17]=3)[CH:10]=2)[N:5]([C:26](=[O:28])[CH3:27])[C@@H:4]([CH3:29])[CH2:3]1.Br[C:31]1[CH:36]=[CH:35][CH:34]=[C:33]([Cl:37])[CH:32]=1.C1(P(C2CCCCC2)C2C=CC=CC=2C2C(N(C)C)=CC=CC=2)CCCCC1.CC(C)([O-])C.[Na+], predict the reaction product.